Dataset: NCI-60 drug combinations with 297,098 pairs across 59 cell lines. Task: Regression. Given two drug SMILES strings and cell line genomic features, predict the synergy score measuring deviation from expected non-interaction effect. (1) Drug 1: C1=CC(=CC=C1CCC2=CNC3=C2C(=O)NC(=N3)N)C(=O)NC(CCC(=O)O)C(=O)O. Drug 2: B(C(CC(C)C)NC(=O)C(CC1=CC=CC=C1)NC(=O)C2=NC=CN=C2)(O)O. Cell line: OVCAR3. Synergy scores: CSS=28.6, Synergy_ZIP=2.53, Synergy_Bliss=1.23, Synergy_Loewe=1.51, Synergy_HSA=2.62. (2) Drug 1: CN(C)C1=NC(=NC(=N1)N(C)C)N(C)C. Drug 2: COCCOC1=C(C=C2C(=C1)C(=NC=N2)NC3=CC=CC(=C3)C#C)OCCOC.Cl. Cell line: OVCAR-5. Synergy scores: CSS=1.63, Synergy_ZIP=0.437, Synergy_Bliss=2.10, Synergy_Loewe=-11.5, Synergy_HSA=-1.38. (3) Drug 2: CC1C(C(CC(O1)OC2CC(CC3=C2C(=C4C(=C3O)C(=O)C5=CC=CC=C5C4=O)O)(C(=O)C)O)N)O. Synergy scores: CSS=19.9, Synergy_ZIP=2.02, Synergy_Bliss=-0.908, Synergy_Loewe=-27.2, Synergy_HSA=-4.58. Cell line: K-562. Drug 1: CC(C)CN1C=NC2=C1C3=CC=CC=C3N=C2N. (4) Drug 1: C1=NC2=C(N1)C(=S)N=C(N2)N. Drug 2: C1=NC2=C(N=C(N=C2N1C3C(C(C(O3)CO)O)F)Cl)N. Cell line: HOP-92. Synergy scores: CSS=42.6, Synergy_ZIP=-0.173, Synergy_Bliss=-0.456, Synergy_Loewe=0.222, Synergy_HSA=3.93. (5) Drug 1: CC1CCC2CC(C(=CC=CC=CC(CC(C(=O)C(C(C(=CC(C(=O)CC(OC(=O)C3CCCCN3C(=O)C(=O)C1(O2)O)C(C)CC4CCC(C(C4)OC)OCCO)C)C)O)OC)C)C)C)OC. Drug 2: CN1C2=C(C=C(C=C2)N(CCCl)CCCl)N=C1CCCC(=O)O.Cl. Cell line: SF-268. Synergy scores: CSS=0.286, Synergy_ZIP=-0.482, Synergy_Bliss=1.15, Synergy_Loewe=-11.2, Synergy_HSA=-1.84.